This data is from Reaction yield outcomes from USPTO patents with 853,638 reactions. The task is: Predict the reaction yield, written as a fraction of the theoretical maximum amount of product (1.0 means a 100% yield; for example, 0.34 means a 34% yield). (1) The reactants are [CH3:1][O:2][C:3]1[CH:12]=[CH:11][C:6]2[N:7]=[C:8]([NH2:10])[S:9][C:5]=2[CH:4]=1.[I:13][C:14]1[CH:22]=[CH:21][C:17]([C:18](O)=[O:19])=[CH:16][CH:15]=1.C(P1(=O)OP(CCC)(=O)OP(CCC)(=O)O1)CC.CCN(C(C)C)C(C)C. The catalyst is C(O)C. The product is [I:13][C:14]1[CH:22]=[CH:21][C:17]([C:18]([NH:10][C:8]2[S:9][C:5]3[CH:4]=[C:3]([O:2][CH3:1])[CH:12]=[CH:11][C:6]=3[N:7]=2)=[O:19])=[CH:16][CH:15]=1. The yield is 0.380. (2) The reactants are [C:1]([C:3]1[S:4][C:5]2[C:11]([C:12]#[N:13])=[C:10](/[N:14]=[CH:15]/[N:16](C)C)[CH:9]=[CH:8][C:6]=2[N:7]=1)#[N:2].[F:19][C:20]1[CH:26]=[C:25]([F:27])[CH:24]=[CH:23][C:21]=1N.[K+].[Br-]. The product is [F:19][C:20]1[CH:26]=[C:25]([F:27])[CH:24]=[CH:23][C:21]=1[NH:13][C:12]1[C:11]2[C:10](=[CH:9][CH:8]=[C:6]3[N:7]=[C:3]([C:1]#[N:2])[S:4][C:5]3=2)[N:14]=[CH:15][N:16]=1. The catalyst is C(Cl)Cl.CCOC(C)=O. The yield is 0.680.